Dataset: Full USPTO retrosynthesis dataset with 1.9M reactions from patents (1976-2016). Task: Predict the reactants needed to synthesize the given product. (1) Given the product [CH:7]1[CH:8]=[CH:9][C:10]2[N:11]([C:29]([NH2:30])=[O:28])[C:12]3[CH:13]=[CH:14][CH:15]=[CH:16][C:17]=3[C:3](=[O:2])[CH2:4][C:5]=2[CH:6]=1, predict the reactants needed to synthesize it. The reactants are: C[O:2][C:3]1[C:17]2[C:12](=[CH:13][CH:14]=[CH:15][CH:16]=2)[NH:11][C:10]2[C:5](=[CH:6][CH:7]=[CH:8][CH:9]=2)[CH:4]=1.ClC1C=CC(C(O)=O)=CC=1.[O-:28][C:29]#[N:30].[Na+]. (2) Given the product [C:19]([N:17]([C:15](=[O:16])[CH2:14][N:4]1[C:5]2[C:10](=[C:9]([N+:11]([O-:13])=[O:12])[CH:8]=[CH:7][CH:6]=2)[C:2]([Br:1])=[N:3]1)[NH2:18])(=[O:21])[CH3:20], predict the reactants needed to synthesize it. The reactants are: [Br:1][C:2]1[C:10]2[C:5](=[CH:6][CH:7]=[CH:8][C:9]=2[N+:11]([O-:13])=[O:12])[N:4]([CH2:14][C:15]([NH:17][NH2:18])=[O:16])[N:3]=1.[C:19](OC(=O)C)(=[O:21])[CH3:20]. (3) Given the product [Cl:1][C:2]1[N:10]=[C:9]2[C:5]([N:6]=[CH:7][N:8]2[CH:12]([CH3:14])[CH3:13])=[C:4]([Cl:11])[N:3]=1, predict the reactants needed to synthesize it. The reactants are: [Cl:1][C:2]1[N:10]=[C:9]2[C:5]([N:6]=[CH:7][NH:8]2)=[C:4]([Cl:11])[N:3]=1.[CH:12](O)([CH3:14])[CH3:13].C1(P(C2C=CC=CC=2)C2C=CC=CC=2)C=CC=CC=1.C1C=CC(COC(/N=N/C(OCC2C=CC=CC=2)=O)=O)=CC=1. (4) Given the product [CH:1]([O:3][CH:4]1[CH2:9][CH2:8][CH2:7][CH2:6][CH:5]1[C:10]([CH3:13])([CH3:12])[CH3:11])=[CH2:2], predict the reactants needed to synthesize it. The reactants are: [CH:1]([O:3][C@@H:4]1[CH2:9][CH2:8][CH2:7][CH2:6][C@@H:5]1[C:10]([CH3:13])([CH3:12])[CH3:11])=[CH2:2].O.